Dataset: Full USPTO retrosynthesis dataset with 1.9M reactions from patents (1976-2016). Task: Predict the reactants needed to synthesize the given product. (1) Given the product [C:20]([O:23][CH2:24][CH2:25][CH2:26][C:27]1[CH:28]=[CH:29][C:30]([C:33]2[C:34](=[O:35])[N:10]([CH2:11][C:12]3[CH:13]=[CH:14][C:15]([O:18][CH3:19])=[CH:16][CH:17]=3)[C:5]3[C:6](=[CH:7][CH:8]=[C:3]([O:2][CH3:1])[CH:4]=3)[N:9]=2)=[CH:31][CH:32]=1)(=[O:22])[CH3:21], predict the reactants needed to synthesize it. The reactants are: [CH3:1][O:2][C:3]1[CH:4]=[C:5]([NH:10][CH2:11][C:12]2[CH:17]=[CH:16][C:15]([O:18][CH3:19])=[CH:14][CH:13]=2)[C:6]([NH2:9])=[CH:7][CH:8]=1.[C:20]([O:23][CH2:24][CH2:25][CH2:26][C:27]1[CH:32]=[CH:31][C:30]([C:33](=O)[C:34](OC)=[O:35])=[CH:29][CH:28]=1)(=[O:22])[CH3:21]. (2) Given the product [CH3:19][S:20][C:13]1[N:9]([C:6]2[CH:5]=[CH:4][C:3]([CH:1]=[CH2:2])=[CH:8][CH:7]=2)[N:10]=[CH:11][N:12]=1, predict the reactants needed to synthesize it. The reactants are: [CH:1]([C:3]1[CH:8]=[CH:7][C:6]([N:9]2[CH:13]=[N:12][CH:11]=[N:10]2)=[CH:5][CH:4]=1)=[CH2:2].[Li]CCCC.[CH3:19][S:20]SC. (3) Given the product [CH2:1]([O:3][C:4]([N:6]1[C:15]2[C:10](=[N:11][C:12]([C:54]#[N:55])=[CH:13][CH:14]=2)[C@@H:9]([NH:24][C:25]2[N:30]=[C:29]([CH2:31][C:32]3[CH:33]=[C:34]([C:42]([F:45])([F:43])[F:44])[CH:35]=[C:36]([C:38]([F:41])([F:40])[F:39])[CH:37]=3)[C:28]([N:46]3[CH2:51][CH2:50][O:49][CH2:48][CH2:47]3)=[CH:27][N:26]=2)[CH2:8][C@H:7]1[CH2:52][CH3:53])=[O:5])[CH3:2], predict the reactants needed to synthesize it. The reactants are: [CH2:1]([O:3][C:4]([N:6]1[C:15]2[C:10](=[N:11][C:12](OS(C(F)(F)F)(=O)=O)=[CH:13][CH:14]=2)[C@@H:9]([NH:24][C:25]2[N:30]=[C:29]([CH2:31][C:32]3[CH:37]=[C:36]([C:38]([F:41])([F:40])[F:39])[CH:35]=[C:34]([C:42]([F:45])([F:44])[F:43])[CH:33]=3)[C:28]([N:46]3[CH2:51][CH2:50][O:49][CH2:48][CH2:47]3)=[CH:27][N:26]=2)[CH2:8][C@H:7]1[CH2:52][CH3:53])=[O:5])[CH3:2].[CH3:54][N:55](C)C=O.O. (4) The reactants are: [Br:1][C:2]1[CH:3]=[C:4]([CH2:9][CH2:10][C:11]([OH:13])=O)[CH:5]=[CH:6][C:7]=1[F:8].CN(C=O)C.C(Cl)(=O)C(Cl)=O.[Cl-].[Cl-].[Cl-].[Al+3]. Given the product [Br:1][C:2]1[CH:3]=[C:4]2[C:5](=[CH:6][C:7]=1[F:8])[C:11](=[O:13])[CH2:10][CH2:9]2, predict the reactants needed to synthesize it. (5) Given the product [Br:1][C:2]1[CH:7]=[CH:6][CH:5]=[C:4]2[C:3]=1[NH:8][C:11]([CH3:13])=[CH:12]2, predict the reactants needed to synthesize it. The reactants are: [Br:1][C:2]1[CH:7]=[CH:6][CH:5]=[CH:4][C:3]=1[N+:8]([O-])=O.[C:11]([Mg]Br)([CH3:13])=[CH2:12].[NH4+].[Cl-]. (6) Given the product [F:44][C:41]1[CH:40]=[CH:39][C:38]([C:21]2[O:22][C:23]3[CH:28]=[C:27]([NH:29][S:30]([CH3:33])(=[O:32])=[O:31])[C:26]([O:34][CH:35]([CH3:37])[CH3:36])=[CH:25][C:24]=3[C:20]=2[C:18]2[NH:3][N:2]=[CH:8][N:19]=2)=[CH:43][CH:42]=1, predict the reactants needed to synthesize it. The reactants are: N([Si](C)(C)C)=[N+:2]=[N-:3].[CH2:8]([Sn](=O)CCCC)CCC.[C:18]([C:20]1[C:24]2[CH:25]=[C:26]([O:34][CH:35]([CH3:37])[CH3:36])[C:27]([NH:29][S:30]([CH3:33])(=[O:32])=[O:31])=[CH:28][C:23]=2[O:22][C:21]=1[C:38]1[CH:43]=[CH:42][C:41]([F:44])=[CH:40][CH:39]=1)#[N:19]. (7) Given the product [C:15]1([C:21]2[N:25]([S:26]([C:29]3[CH:34]=[CH:33][C:32]([C:35]([F:38])([F:36])[F:37])=[CH:31][CH:30]=3)(=[O:27])=[O:28])[CH:24]=[C:23]([CH:39]=[O:40])[CH:22]=2)[CH:16]=[CH:17][CH:18]=[CH:19][CH:20]=1, predict the reactants needed to synthesize it. The reactants are: FC(F)(F)C1C=CC(S(Cl)(=O)=O)=CC=1.[C:15]1([C:21]2[N:25]([S:26]([C:29]3[CH:34]=[CH:33][C:32]([C:35]([F:38])([F:37])[F:36])=[CH:31][CH:30]=3)(=[O:28])=[O:27])[CH:24]=[C:23]([C:39](OCC)=[O:40])[CH:22]=2)[CH:20]=[CH:19][CH:18]=[CH:17][CH:16]=1.